This data is from Peptide-MHC class II binding affinity with 134,281 pairs from IEDB. The task is: Regression. Given a peptide amino acid sequence and an MHC pseudo amino acid sequence, predict their binding affinity value. This is MHC class II binding data. The peptide sequence is LRYYRITYGETGGNS. The MHC is DRB1_1201 with pseudo-sequence DRB1_1201. The binding affinity (normalized) is 0.0418.